Predict the reactants needed to synthesize the given product. From a dataset of Full USPTO retrosynthesis dataset with 1.9M reactions from patents (1976-2016). (1) Given the product [NH2:1][C:2]1[CH:10]=[CH:9][CH:8]=[C:7]([Cl:11])[C:3]=1[C:4]([NH:25][CH:26]1[CH2:31][CH2:30][C:29](=[O:32])[NH:28][C:27]1=[O:33])=[O:6], predict the reactants needed to synthesize it. The reactants are: [NH2:1][C:2]1[CH:10]=[CH:9][CH:8]=[C:7]([Cl:11])[C:3]=1[C:4]([OH:6])=O.C1N=CN(C(N2C=NC=C2)=O)C=1.Cl.[NH2:25][CH:26]1[CH2:31][CH2:30][C:29](=[O:32])[NH:28][C:27]1=[O:33].C(=O)([O-])O.[Na+]. (2) Given the product [ClH:3].[NH2:5][C@H:6]([C:8]([O:10][CH:11]([CH3:13])[CH3:12])=[O:9])[CH3:7], predict the reactants needed to synthesize it. The reactants are: S(Cl)([Cl:3])=O.[NH2:5][CH:6]([C:8]([OH:10])=[O:9])[CH3:7].[CH:11](O)([CH3:13])[CH3:12]. (3) Given the product [F:23][C:24]1[CH:25]=[C:26]([CH2:30][CH2:31][N:32]2[C:10](=[O:11])[C:5]3[C:6](=[CH:22][C:2]([NH:32][CH2:31][CH2:30][C:26]4[CH:27]=[CH:28][CH:29]=[C:24]([F:23])[CH:25]=4)=[CH:3][CH:4]=3)[N:7]=[C:8]2[C:12]2[CH:17]=[CH:16][CH:15]=[CH:14][C:13]=2[OH:18])[CH:27]=[CH:28][CH:29]=1, predict the reactants needed to synthesize it. The reactants are: F[C:2]1[CH:3]=[CH:4][C:5]2[C:10](=[O:11])O[C:8]([C:12]3[CH:17]=[CH:16][CH:15]=[CH:14][C:13]=3[O:18]C(=O)C)=[N:7][C:6]=2[CH:22]=1.[F:23][C:24]1[CH:25]=[C:26]([CH2:30][CH2:31][NH2:32])[CH:27]=[CH:28][CH:29]=1. (4) Given the product [Br:1][C:2]1[CH:7]=[CH:6][N:5]=[C:4]([NH:8][C:18](=[O:19])[CH2:17][O:16][CH3:15])[CH:3]=1, predict the reactants needed to synthesize it. The reactants are: [Br:1][C:2]1[CH:7]=[CH:6][N:5]=[C:4]([NH2:8])[CH:3]=1.N1C=CC=CC=1.[CH3:15][O:16][CH2:17][C:18](Cl)=[O:19].O. (5) Given the product [Br:2][C:3]1[CH:4]=[CH:5][C:6]2[CH:9]=[CH:10][C:11]3[C:16]([C:7]=2[CH:8]=1)=[CH:15][C:14]([S:17][CH3:18])=[CH:13][CH:12]=3, predict the reactants needed to synthesize it. The reactants are: O.[Br:2][C:3]1[CH:8]=[CH:7][C:6]([CH:9]=[CH:10][C:11]2[CH:16]=[CH:15][C:14]([S:17][CH3:18])=[CH:13][CH:12]=2)=[CH:5][CH:4]=1.II.